Dataset: Forward reaction prediction with 1.9M reactions from USPTO patents (1976-2016). Task: Predict the product of the given reaction. (1) Given the reactants [S:1]1[C:5]2[CH:6]=[CH:7][C:8]([C:10]([O:12]C)=[O:11])=[CH:9][C:4]=2[N:3]=[CH:2]1.[OH-].[Na+], predict the reaction product. The product is: [S:1]1[C:5]2[CH:6]=[CH:7][C:8]([C:10]([OH:12])=[O:11])=[CH:9][C:4]=2[N:3]=[CH:2]1. (2) Given the reactants [OH:1][C:2]1[C:9]([O:10][CH3:11])=[CH:8][C:5]([C:6]#[N:7])=[C:4]([CH3:12])[C:3]=1[C:13]#[N:14].C1C(=O)N([Br:22])C(=O)C1.CC(N=NC(C#N)(C)C)(C#N)C, predict the reaction product. The product is: [Br:22][CH2:12][C:4]1[C:3]([C:13]#[N:14])=[C:2]([OH:1])[C:9]([O:10][CH3:11])=[CH:8][C:5]=1[C:6]#[N:7]. (3) Given the reactants [NH2:1][CH:2]([C:42]1[CH:43]=[C:44]([NH:48][CH2:49][CH2:50][CH2:51][C:52]([O:54]CC)=[O:53])[CH:45]=[CH:46][CH:47]=1)[CH2:3][N:4]1[C:9](=[O:10])[C:8]2[C:11]3([O:27][CH2:28][C:7]=2[N:6]([CH2:29][C:30]2[C:35]([C:36]([F:39])([F:38])[F:37])=[CH:34][CH:33]=[CH:32][C:31]=2[F:40])[C:5]1=[O:41])[CH2:16][CH2:15][N:14]([CH2:17][C:18]1[O:19][C:20]([C:23]([F:26])([F:25])[F:24])=[CH:21][CH:22]=1)[CH2:13][CH2:12]3.[OH-].[Na+].Cl, predict the reaction product. The product is: [NH2:1][CH:2]([C:42]1[CH:43]=[C:44]([NH:48][CH2:49][CH2:50][CH2:51][C:52]([OH:54])=[O:53])[CH:45]=[CH:46][CH:47]=1)[CH2:3][N:4]1[C:9](=[O:10])[C:8]2[C:11]3([O:27][CH2:28][C:7]=2[N:6]([CH2:29][C:30]2[C:35]([C:36]([F:37])([F:38])[F:39])=[CH:34][CH:33]=[CH:32][C:31]=2[F:40])[C:5]1=[O:41])[CH2:12][CH2:13][N:14]([CH2:17][C:18]1[O:19][C:20]([C:23]([F:25])([F:24])[F:26])=[CH:21][CH:22]=1)[CH2:15][CH2:16]3. (4) The product is: [CH3:1][C:2]1[C:3]([N+:16]([O-:18])=[O:17])=[C:4]([OH:23])[CH:5]=[C:6]([OH:19])[CH:7]=1. Given the reactants [CH3:1][C:2]1[C:3]([N+:16]([O-:18])=[O:17])=[C:4](CC([O-])=O)[CH:5]=[C:6](CC([O-])=O)[CH:7]=1.[OH-:19].[Li+].Cl.C[OH:23], predict the reaction product. (5) Given the reactants [CH2:1]([N:8]1[CH2:13][CH:12]=[C:11]([CH:14](O)[CH:15]2[CH2:23][C:22]3[C:17](=[CH:18][C:19]([O:26][CH3:27])=[C:20]([O:24][CH3:25])[CH:21]=3)[C:16]2=[O:28])[CH2:10][CH2:9]1)[C:2]1[CH:7]=[CH:6][CH:5]=[CH:4][CH:3]=1.[ClH:30].CCO, predict the reaction product. The product is: [CH3:25][O:24][C:20]1[CH:21]=[C:22]2[CH2:23][CH:15]([CH2:14][CH:11]3[CH2:10][CH2:9][N:8]([CH2:1][C:2]4[CH:3]=[CH:4][CH:5]=[CH:6][CH:7]=4)[CH2:13][CH2:12]3)[C:16](=[O:28])[C:17]2=[CH:18][C:19]=1[O:26][CH3:27].[ClH:30].